Dataset: Forward reaction prediction with 1.9M reactions from USPTO patents (1976-2016). Task: Predict the product of the given reaction. (1) Given the reactants [F:1][C:2]1[CH:3]=[C:4]([NH:22]C(=O)C)[CH:5]=[CH:6][C:7]=1[O:8][C:9]1[CH:14]=[CH:13][N:12]=[C:11]([NH:15][C:16]2[CH:21]=[CH:20][CH:19]=[CH:18][CH:17]=2)[N:10]=1.[OH-].[NH4+], predict the reaction product. The product is: [NH2:22][C:4]1[CH:5]=[CH:6][C:7]([O:8][C:9]2[CH:14]=[CH:13][N:12]=[C:11]([NH:15][C:16]3[CH:21]=[CH:20][CH:19]=[CH:18][CH:17]=3)[N:10]=2)=[C:2]([F:1])[CH:3]=1. (2) Given the reactants [C:1]1(=[N:8][N:9]2[C:18]3[C:13](=[CH:14][CH:15]=[CH:16][CH:17]=3)[C:12]([OH:19])=[C:11]([C:20]3[NH:25][C:24]4[CH:26]=[CH:27][CH:28]=[CH:29][C:23]=4[S:22](=[O:31])(=[O:30])[N:21]=3)[C:10]2=[O:32])[CH2:7][CH2:6][CH2:5][CH2:4][CH2:3][CH2:2]1.CO.[BH4-].[Li+].Cl, predict the reaction product. The product is: [CH:1]1([NH:8][N:9]2[C:18]3[C:13](=[CH:14][CH:15]=[CH:16][CH:17]=3)[C:12]([OH:19])=[C:11]([C:20]3[NH:25][C:24]4[CH:26]=[CH:27][CH:28]=[CH:29][C:23]=4[S:22](=[O:30])(=[O:31])[N:21]=3)[C:10]2=[O:32])[CH2:2][CH2:3][CH2:4][CH2:5][CH2:6][CH2:7]1. (3) Given the reactants [F:1][C:2]1[CH:7]=[CH:6][CH:5]=[C:4]([F:8])[C:3]=1[CH:9]1[O:13][N:12]=[C:11]([C:14]2[N:15]=[C:16]([CH:19]3[CH2:24][CH2:23][N:22]([C:25](=[O:37])[CH2:26][N:27]4[C:31]([CH3:32])=[CH:30][C:29]([C:33]([F:36])([F:35])[F:34])=[N:28]4)[NH:21][CH2:20]3)[S:17][CH:18]=2)[CH2:10]1.O.[C:39](OC(=O)C)(=[O:41])[CH3:40], predict the reaction product. The product is: [C:39]([N:21]1[CH2:20][CH:19]([C:16]2[S:17][CH:18]=[C:14]([C:11]3[CH2:10][CH:9]([C:3]4[C:2]([F:1])=[CH:7][CH:6]=[CH:5][C:4]=4[F:8])[O:13][N:12]=3)[N:15]=2)[CH2:24][CH2:23][N:22]1[C:25](=[O:37])[CH2:26][N:27]1[C:31]([CH3:32])=[CH:30][C:29]([C:33]([F:35])([F:36])[F:34])=[N:28]1)(=[O:41])[CH3:40]. (4) Given the reactants [CH3:1][O:2][C:3](=[O:25])[C@H:4]([CH2:21][CH2:22][S:23][CH3:24])[NH:5][C:6](=[O:20])[C:7]1[CH:12]=[CH:11][C:10](Br)=[CH:9][C:8]=1[C:14]1[CH:19]=[CH:18][CH:17]=[CH:16][CH:15]=1.[CH2:26](NCC)[CH3:27].C[Si](C#C)(C)C.[F-].C([N+](CCCC)(CCCC)CCCC)CCC, predict the reaction product. The product is: [CH3:1][O:2][C:3](=[O:25])[C@H:4]([CH2:21][CH2:22][S:23][CH3:24])[NH:5][C:6](=[O:20])[C:7]1[CH:12]=[CH:11][C:10]([C:26]#[CH:27])=[CH:9][C:8]=1[C:14]1[CH:19]=[CH:18][CH:17]=[CH:16][CH:15]=1. (5) Given the reactants C([O:3][C:4](=[O:34])[CH2:5][C:6]1[CH:15]=[C:14]([C:16](=[O:32])[C:17]2[CH:22]=[CH:21][C:20]([S:23]([N:26]3[CH2:31][CH2:30][NH:29][CH2:28][CH2:27]3)(=[O:25])=[O:24])=[CH:19][CH:18]=2)[C:13]2[C:8](=[CH:9][CH:10]=[C:11]([F:33])[CH:12]=2)[CH:7]=1)C.O.[OH-].[Li+], predict the reaction product. The product is: [F:33][C:11]1[CH:12]=[C:13]2[C:8](=[CH:9][CH:10]=1)[CH:7]=[C:6]([CH2:5][C:4]([OH:34])=[O:3])[CH:15]=[C:14]2[C:16](=[O:32])[C:17]1[CH:18]=[CH:19][C:20]([S:23]([N:26]2[CH2:27][CH2:28][NH:29][CH2:30][CH2:31]2)(=[O:25])=[O:24])=[CH:21][CH:22]=1. (6) Given the reactants C([O:3][C:4](=[O:17])[C:5]1[CH:10]=[CH:9][C:8]([C:11]2[CH:16]=[CH:15][N:14]=[CH:13][CH:12]=2)=[CH:7][CH:6]=1)C.[ClH:18], predict the reaction product. The product is: [ClH:18].[N:14]1[CH:15]=[CH:16][C:11]([C:8]2[CH:9]=[CH:10][C:5]([C:4]([OH:17])=[O:3])=[CH:6][CH:7]=2)=[CH:12][CH:13]=1. (7) Given the reactants [CH3:1][O:2][CH2:3][C:4]1[CH:12]=[CH:11][CH:10]=[C:9]2[C:5]=1[CH2:6][N:7](C(OC(C)(C)C)=O)[CH2:8]2.C(OCC)(=O)C.Cl.[OH-].[Na+], predict the reaction product. The product is: [CH3:1][O:2][CH2:3][C:4]1[CH:12]=[CH:11][CH:10]=[C:9]2[C:5]=1[CH2:6][NH:7][CH2:8]2.